This data is from hERG potassium channel inhibition data for cardiac toxicity prediction from Karim et al.. The task is: Regression/Classification. Given a drug SMILES string, predict its toxicity properties. Task type varies by dataset: regression for continuous values (e.g., LD50, hERG inhibition percentage) or binary classification for toxic/non-toxic outcomes (e.g., AMES mutagenicity, cardiotoxicity, hepatotoxicity). Dataset: herg_karim. (1) The drug is CC(C)=CCn1c(N2CCCNCC2)c(C#N)c2c1c(=O)n(Cc1c(C#N)cnc3ccccc13)c(=O)n2C. The result is 1 (blocker). (2) The molecule is Cc1nc(C(=O)NCCCN2CCN(c3cccc(C)c3C)CC2)cc(C(C)(C)C)n1. The result is 1 (blocker). (3) The molecule is C[C@@H]1CCCN1CCc1ccc(-c2ccc(S(=O)(=O)CC3CCOCC3)cc2)cc1. The result is 1 (blocker).